Dataset: Reaction yield outcomes from USPTO patents with 853,638 reactions. Task: Predict the reaction yield, written as a fraction of the theoretical maximum amount of product (1.0 means a 100% yield; for example, 0.34 means a 34% yield). (1) The reactants are [NH2:1][C:2]1[CH:3]=[C:4]2[C:8](=[CH:9][CH:10]=1)[NH:7][N:6]=[CH:5]2.N[C@@H]1CCCC[C@H]1N.[O-]P([O-])([O-])=O.[K+].[K+].[K+].[F:27][C:28]1[CH:33]=[CH:32][C:31](I)=[CH:30][CH:29]=1.N#N. The catalyst is O1CCOCC1.[Cu]I. The product is [F:27][C:28]1[CH:33]=[CH:32][C:31]([N:7]2[C:8]3[C:4](=[CH:3][C:2]([NH2:1])=[CH:10][CH:9]=3)[CH:5]=[N:6]2)=[CH:30][CH:29]=1. The yield is 0.730. (2) The reactants are [Br:1][C:2]1[CH:10]=[C:9]2[C:5]([CH2:6][CH2:7][C:8]2=[O:11])=[CH:4][CH:3]=1.Br[CH2:13][C:14]1[C:23]2[C:18](=[CH:19][CH:20]=[CH:21][C:22]=2[CH2:24]Br)[CH:17]=[CH:16][CH:15]=1.[H-].[Na+]. The catalyst is C1COCC1. The product is [Br:1][C:2]1[CH:10]=[C:9]2[C:5]([CH2:6][C:7]3([C:8]2=[O:11])[CH2:24][C:22]2[C:23]4[C:18]([CH:19]=[CH:20][CH:21]=2)=[CH:17][CH:16]=[CH:15][C:14]=4[CH2:13]3)=[CH:4][CH:3]=1. The yield is 0.560. (3) The reactants are [Cl:1][C:2]1[C:3]([CH3:15])=[C:4](I)[C:5]([O:11][CH2:12][CH3:13])=[C:6]([C:8](=[O:10])[CH3:9])[CH:7]=1.[CH3:16][N:17]([CH3:35])[C:18]([C:20]1[CH:25]=[CH:24][C:23](B2OC(C)(C)C(C)(C)O2)=[CH:22][N:21]=1)=[O:19].C(=O)([O-])[O-].[K+].[K+]. The catalyst is O1CCOCC1.O.C1C=CC([P]([Pd]([P](C2C=CC=CC=2)(C2C=CC=CC=2)C2C=CC=CC=2)([P](C2C=CC=CC=2)(C2C=CC=CC=2)C2C=CC=CC=2)[P](C2C=CC=CC=2)(C2C=CC=CC=2)C2C=CC=CC=2)(C2C=CC=CC=2)C2C=CC=CC=2)=CC=1. The product is [C:8]([C:6]1[C:5]([O:11][CH2:12][CH3:13])=[C:4]([C:23]2[CH:24]=[CH:25][C:20]([C:18]([N:17]([CH3:35])[CH3:16])=[O:19])=[N:21][CH:22]=2)[C:3]([CH3:15])=[C:2]([Cl:1])[CH:7]=1)(=[O:10])[CH3:9]. The yield is 0.820. (4) The product is [Cl:1][C:2]1[CH:7]=[C:6]([F:8])[CH:5]=[CH:4][C:3]=1[C@H:9]1[C:14]([C:15]([O:17][C@H:18]([CH3:24])[C:19]([O:21][CH2:22][CH3:23])=[O:20])=[O:16])=[C:13]([CH2:25][N:32]2[CH2:37][CH2:36][O:35][CH2:34][CH2:33]2)[NH:12][C:11]([C:27]2[S:28][CH:29]=[CH:30][N:31]=2)=[N:10]1. The reactants are [Cl:1][C:2]1[CH:7]=[C:6]([F:8])[CH:5]=[CH:4][C:3]=1[C@H:9]1[C:14]([C:15]([O:17][C@H:18]([CH3:24])[C:19]([O:21][CH2:22][CH3:23])=[O:20])=[O:16])=[C:13]([CH2:25]Br)[NH:12][C:11]([C:27]2[S:28][CH:29]=[CH:30][N:31]=2)=[N:10]1.[NH:32]1[CH2:37][CH2:36][O:35][CH2:34][CH2:33]1. The catalyst is C(O)(C)C. The yield is 0.640. (5) The reactants are [C:1]([CH2:3][C:4]([O:6][C:7]([CH3:10])([CH3:9])[CH3:8])=[O:5])#[N:2].C([O-])([O-])=O.[K+].[K+].Cl[C:18]1[C:23]([C:24]([F:27])([F:26])[F:25])=[CH:22][C:21]([N+:28]([O-:30])=[O:29])=[CH:20][N:19]=1. The catalyst is C1COCC1. The product is [C:1]([CH:3]([C:18]1[C:23]([C:24]([F:26])([F:27])[F:25])=[CH:22][C:21]([N+:28]([O-:30])=[O:29])=[CH:20][N:19]=1)[C:4]([O:6][C:7]([CH3:10])([CH3:9])[CH3:8])=[O:5])#[N:2]. The yield is 0.980. (6) The reactants are O[C:2]1([CH2:23][C:24]2[CH:29]=[CH:28][C:27]([CH:30]([CH3:32])[CH3:31])=[CH:26][CH:25]=2)[C:6]2[CH:7]=[C:8]([NH:13][C:14](=[O:20])[CH2:15][C:16]([CH3:19])([CH3:18])[CH3:17])[C:9]([CH3:12])=[C:10]([CH3:11])[C:5]=2[O:4][C:3]1([CH3:22])[CH3:21]. The catalyst is C(OCC)(=O)C.CCCCCC. The product is [CH:30]([C:27]1[CH:26]=[CH:25][C:24]([CH2:23][CH:2]2[C:6]3[CH:7]=[C:8]([NH:13][C:14](=[O:20])[CH2:15][C:16]([CH3:18])([CH3:17])[CH3:19])[C:9]([CH3:12])=[C:10]([CH3:11])[C:5]=3[O:4][C:3]2([CH3:22])[CH3:21])=[CH:29][CH:28]=1)([CH3:32])[CH3:31]. The yield is 0.630. (7) The reactants are [Cl:1][C:2]1[CH:3]=[CH:4][C:5]([NH:8][C:9]([C:11]2[CH:16]=[C:15]([O:17]C)[CH:14]=[CH:13][C:12]=2[NH:19][C:20]([C:22]2[CH:27]=[CH:26][C:25]([C:28]#[N:29])=[CH:24][CH:23]=2)=[O:21])=[O:10])=[N:6][CH:7]=1.B(Br)(Br)Br. The catalyst is C(Cl)Cl. The product is [Cl:1][C:2]1[CH:3]=[CH:4][C:5]([NH:8][C:9]([C:11]2[C:12]([NH:19][C:20]([C:22]3[CH:27]=[CH:26][C:25]([C:28]#[N:29])=[CH:24][CH:23]=3)=[O:21])=[CH:13][CH:14]=[C:15]([OH:17])[CH:16]=2)=[O:10])=[N:6][CH:7]=1. The yield is 0.900. (8) The reactants are [O:1]([C:3]1[CH:8]=[CH:7][C:6]([Cl:9])=[CH:5][C:4]=1[NH:10][C:11]([NH:13][C:14]1[CH:22]=[CH:21][CH:20]=[C:19]2[C:15]=1[CH:16]=[CH:17][N:18]2[CH2:23][C:24]1[C:32]2[C:27](=[N:28][CH:29]=[CH:30][CH:31]=2)[N:26](C(OC(C)(C)C)=O)[CH:25]=1)=[O:12])[CH3:2].CO.Cl. No catalyst specified. The product is [ClH:9].[O:1]([C:3]1[CH:8]=[CH:7][C:6]([Cl:9])=[CH:5][C:4]=1[NH:10][C:11]([NH:13][C:14]1[CH:22]=[CH:21][CH:20]=[C:19]2[C:15]=1[CH:16]=[CH:17][N:18]2[CH2:23][C:24]1[C:32]2[C:27](=[N:28][CH:29]=[CH:30][CH:31]=2)[NH:26][CH:25]=1)=[O:12])[CH3:2]. The yield is 0.930. (9) The reactants are S(=O)(=O)(O)O.[Br:6][C:7]1[CH:21]=[C:20]([O:22][CH3:23])[CH:19]=[CH:18][C:8]=1[O:9]/[C:10](=[CH:14]\[C:15]([OH:17])=O)/[C:11]([OH:13])=[O:12].[CH2:24](O)[CH3:25]. No catalyst specified. The product is [Br:6][C:7]1[CH:21]=[C:20]([O:22][CH3:23])[CH:19]=[C:18]2[C:8]=1[O:9][C:10]([C:11]([O:13][CH2:24][CH3:25])=[O:12])=[CH:14][C:15]2=[O:17]. The yield is 0.500.